From a dataset of Forward reaction prediction with 1.9M reactions from USPTO patents (1976-2016). Predict the product of the given reaction. (1) Given the reactants [Cl:1][C:2]1[N:7]=[C:6](Cl)[CH:5]=[CH:4][N:3]=1.[NH2:9][C:10]1[CH:11]=[C:12]2[C:16](=[CH:17][CH:18]=1)[NH:15][N:14]=[CH:13]2.CCN(CC)CC, predict the reaction product. The product is: [Cl:1][C:2]1[N:7]=[C:6]([NH:9][C:10]2[CH:11]=[C:12]3[C:16](=[CH:17][CH:18]=2)[NH:15][N:14]=[CH:13]3)[CH:5]=[CH:4][N:3]=1. (2) Given the reactants [CH3:1][O:2][C:3]1[CH:8]=[C:7]([O:9][CH3:10])[C:6]([N+:11]([O-])=O)=[CH:5][C:4]=1[C:14](=[O:16])[CH3:15], predict the reaction product. The product is: [NH2:11][C:6]1[C:7]([O:9][CH3:10])=[CH:8][C:3]([O:2][CH3:1])=[C:4]([C:14](=[O:16])[CH3:15])[CH:5]=1.